Dataset: Peptide-MHC class I binding affinity with 185,985 pairs from IEDB/IMGT. Task: Regression. Given a peptide amino acid sequence and an MHC pseudo amino acid sequence, predict their binding affinity value. This is MHC class I binding data. The peptide sequence is KYCWNLLQY. The MHC is HLA-A02:06 with pseudo-sequence HLA-A02:06. The binding affinity (normalized) is 0.